From a dataset of Full USPTO retrosynthesis dataset with 1.9M reactions from patents (1976-2016). Predict the reactants needed to synthesize the given product. (1) Given the product [Cl:1][C:2]1[CH:11]=[CH:10][C:5]2[N:6]=[C:7]([NH:9][C:12]([N:14]3[CH:18]=[CH:17][N:16]=[CH:15]3)=[S:13])[S:8][C:4]=2[CH:3]=1, predict the reactants needed to synthesize it. The reactants are: [Cl:1][C:2]1[CH:11]=[CH:10][C:5]2[N:6]=[C:7]([NH2:9])[S:8][C:4]=2[CH:3]=1.[C:12](N1C=CN=C1)([N:14]1[CH:18]=[CH:17][N:16]=[CH:15]1)=[S:13]. (2) The reactants are: [CH3:1][O:2][C:3]1[CH:4]=[C:5]2[C:15]3[C:10](=[CH:11][N:12]=[C:13]([O:16]C)[CH:14]=3)[NH:9][C:6]2=[N:7][CH:8]=1. Given the product [CH3:1][O:2][C:3]1[CH:4]=[C:5]2[C:15]3[C:10](=[CH:11][N:12]=[C:13]([OH:16])[CH:14]=3)[NH:9][C:6]2=[N:7][CH:8]=1, predict the reactants needed to synthesize it.